From a dataset of Forward reaction prediction with 1.9M reactions from USPTO patents (1976-2016). Predict the product of the given reaction. (1) Given the reactants [C:1]([C:3]1[CH:4]=[C:5]([CH:19]=[CH:20][C:21]=1[OH:22])[C:6]([N:8]1[C:12]2[CH:13]=[CH:14][CH:15]=[CH:16][C:11]=2[S:10](=[O:18])(=[O:17])[CH2:9]1)=[O:7])#[N:2].[I:23]N1C(=O)CCC1=O.FC(F)(F)S(O)(=O)=O, predict the reaction product. The product is: [C:1]([C:3]1[CH:4]=[C:5]([CH:19]=[C:20]([I:23])[C:21]=1[OH:22])[C:6]([N:8]1[C:12]2[CH:13]=[CH:14][CH:15]=[CH:16][C:11]=2[S:10](=[O:18])(=[O:17])[CH2:9]1)=[O:7])#[N:2]. (2) Given the reactants [CH2:1]([O:5][C:6]1[C:11]2[C:12]([OH:15])=[N:13][O:14][C:10]=2[CH:9]=[CH:8][CH:7]=1)[CH:2]([CH3:4])[CH3:3].O[CH2:17][CH:18]1[CH2:23][CH2:22][N:21]([C:24]([O:26][C:27]([CH3:30])([CH3:29])[CH3:28])=[O:25])[CH2:20][CH2:19]1.OCCC1CCN(C(OC(C)(C)C)=O)CC1, predict the reaction product. The product is: [CH2:1]([O:5][C:6]1[C:11]2[C:12]([O:15][CH2:17][CH:18]3[CH2:23][CH2:22][N:21]([C:24]([O:26][C:27]([CH3:28])([CH3:30])[CH3:29])=[O:25])[CH2:20][CH2:19]3)=[N:13][O:14][C:10]=2[CH:9]=[CH:8][CH:7]=1)[CH:2]([CH3:4])[CH3:3]. (3) Given the reactants [Cl:1][C:2]1[S:6][C:5]([NH:7][CH2:8][C:9]2[CH:14]=[CH:13][C:12]([O:15][CH3:16])=[CH:11][C:10]=2[O:17][CH3:18])=[N:4][CH:3]=1.C[Si](C)(C)N[Si](C)(C)C.[Li].[C:29]([C:31]1[CH:32]=[C:33]([S:38](Cl)(=[O:40])=[O:39])[CH:34]=[CH:35][C:36]=1[F:37])#[N:30].[Cl-].[NH4+], predict the reaction product. The product is: [Cl:1][C:2]1[S:6][C:5]([N:7]([CH2:8][C:9]2[CH:14]=[CH:13][C:12]([O:15][CH3:16])=[CH:11][C:10]=2[O:17][CH3:18])[S:38]([C:33]2[CH:34]=[CH:35][C:36]([F:37])=[C:31]([C:29]#[N:30])[CH:32]=2)(=[O:39])=[O:40])=[N:4][CH:3]=1. (4) The product is: [CH2:1]([O:3][C:4]([C:6]1([C:9]2[CH:10]=[CH:11][C:12]([C:15]3[CH:20]=[CH:19][C:18]([C:21]4[O:25][N:24]=[C:23]([CH3:26])[C:22]=4[NH:27][C:31]4[CH:40]=[CH:39][C:38]5[C:33](=[CH:34][CH:35]=[CH:36][CH:37]=5)[N:32]=4)=[CH:17][CH:16]=3)=[CH:13][CH:14]=2)[CH2:8][CH2:7]1)=[O:5])[CH3:2]. Given the reactants [CH2:1]([O:3][C:4]([C:6]1([C:9]2[CH:14]=[CH:13][C:12]([C:15]3[CH:20]=[CH:19][C:18]([C:21]4[O:25][N:24]=[C:23]([CH3:26])[C:22]=4[NH2:27])=[CH:17][CH:16]=3)=[CH:11][CH:10]=2)[CH2:8][CH2:7]1)=[O:5])[CH3:2].[H-].[Na+].Cl[C:31]1[CH:40]=[CH:39][C:38]2[C:33](=[CH:34][CH:35]=[CH:36][CH:37]=2)[N:32]=1, predict the reaction product. (5) Given the reactants [Cl-].[Cl-].[Cl-].[Al+3].[C:5](=[O:16])([S:7][C:8]1[CH:13]=[CH:12][CH:11]=[C:10]([O:14][CH3:15])[CH:9]=1)[CH3:6].Cl[C:18](=[O:30])[CH2:19][C:20]1[CH:29]=[CH:28][C:23]([C:24]([O:26][CH3:27])=[O:25])=[CH:22][CH:21]=1.Cl, predict the reaction product. The product is: [C:5]([S:7][C:8]1[CH:9]=[C:10]([O:14][CH3:15])[CH:11]=[CH:12][C:13]=1[C:18](=[O:30])[CH2:19][C:20]1[CH:21]=[CH:22][C:23]([C:24]([O:26][CH3:27])=[O:25])=[CH:28][CH:29]=1)(=[O:16])[CH3:6]. (6) The product is: [Br:20][CH2:29][C:26]1[CH:27]=[CH:28][C:23]([Cl:22])=[C:24]([S:31]([CH3:34])(=[O:33])=[O:32])[CH:25]=1. Given the reactants C1(P(C2C=CC=CC=2)C2C=CC=CC=2)C=CC=CC=1.[Br:20]Br.[Cl:22][C:23]1[CH:28]=[CH:27][C:26]([CH2:29]O)=[CH:25][C:24]=1[S:31]([CH3:34])(=[O:33])=[O:32].C(=O)([O-])O.[Na+], predict the reaction product. (7) Given the reactants [CH2:1]([O:3][C:4]([C:6]1[C:7]([O:24][C:25](=[O:30])[C:26]([CH3:29])([CH3:28])[CH3:27])=[C:8]2[C:14]([CH3:15])=[C:13]([CH3:16])[N:12]([CH2:17]C3C=CC=CC=3)[C:9]2=[CH:10][N:11]=1)=[O:5])[CH3:2].C(OC(C1C(OC(=O)C(C)(C)C)=C2C(Br)=C(Br)N(C)C2=CN=1)=O)C, predict the reaction product. The product is: [CH2:1]([O:3][C:4]([C:6]1[C:7]([O:24][C:25](=[O:30])[C:26]([CH3:29])([CH3:28])[CH3:27])=[C:8]2[C:14]([CH3:15])=[C:13]([CH3:16])[N:12]([CH3:17])[C:9]2=[CH:10][N:11]=1)=[O:5])[CH3:2]. (8) Given the reactants [CH3:1][O:2][C:3]1[CH:8]=[CH:7][C:6]([C:9]2[CH:14]=[CH:13][CH:12]=[CH:11][C:10]=2[N+:15]([O-])=O)=[CH:5][CH:4]=1, predict the reaction product. The product is: [CH3:1][O:2][C:3]1[CH:8]=[CH:7][C:6]2[C:9]3[C:10](=[CH:11][CH:12]=[CH:13][CH:14]=3)[NH:15][C:5]=2[CH:4]=1.